This data is from Reaction yield outcomes from USPTO patents with 853,638 reactions. The task is: Predict the reaction yield, written as a fraction of the theoretical maximum amount of product (1.0 means a 100% yield; for example, 0.34 means a 34% yield). (1) The catalyst is ClCCl. The product is [C:1]([O:5][C:6]([NH:8][CH2:9][CH2:10][CH2:11][CH2:12][CH2:13][NH:14][S:25]([CH2:24][CH2:23][Cl:22])(=[O:27])=[O:26])=[O:7])([CH3:4])([CH3:3])[CH3:2]. The yield is 1.00. The reactants are [C:1]([O:5][C:6]([NH:8][CH2:9][CH2:10][CH2:11][CH2:12][CH2:13][NH2:14])=[O:7])([CH3:4])([CH3:3])[CH3:2].C(N(CC)CC)C.[Cl:22][CH2:23][CH2:24][S:25](Cl)(=[O:27])=[O:26]. (2) The reactants are [CH3:1][C:2]1[CH:7]=[C:6]([CH3:8])[NH:5][C:4](=[O:9])[C:3]=1[CH2:10][NH:11][C:12]([C:14]1[CH:19]=[C:18]([C:20]2[CH2:25][CH2:24][N:23](C(OC(C)(C)C)=O)[CH2:22][CH:21]=2)[N:17]=[C:16]2[N:33]([CH:36]([CH3:38])[CH3:37])[N:34]=[CH:35][C:15]=12)=[O:13]. The catalyst is C(Cl)Cl.C(O)(C(F)(F)F)=O. The product is [CH3:1][C:2]1[CH:7]=[C:6]([CH3:8])[NH:5][C:4](=[O:9])[C:3]=1[CH2:10][NH:11][C:12]([C:14]1[C:15]2[CH:35]=[N:34][N:33]([CH:36]([CH3:38])[CH3:37])[C:16]=2[N:17]=[C:18]([C:20]2[CH2:25][CH2:24][NH:23][CH2:22][CH:21]=2)[CH:19]=1)=[O:13]. The yield is 0.664.